This data is from Catalyst prediction with 721,799 reactions and 888 catalyst types from USPTO. The task is: Predict which catalyst facilitates the given reaction. (1) Reactant: [F:1][C:2]1[CH:3]=[C:4]([CH3:11])[C:5]([C:8](O)=[O:9])=[N:6][CH:7]=1.C(Cl)(=O)C([Cl:15])=O. Product: [F:1][C:2]1[CH:3]=[C:4]([CH3:11])[C:5]([C:8]([Cl:15])=[O:9])=[N:6][CH:7]=1. The catalyst class is: 120. (2) Reactant: [Al].[Cl:2][C:3]1[CH:4]=[C:5]([N:11]2[C:15](=[O:16])[C@:14]([CH2:18][C:19]3[CH:26]=[CH:25][C:22]([C:23]#[N:24])=[CH:21][CH:20]=3)([CH3:17])[N:13]3[CH:27]=[CH:28][N:29]=[C:12]23)[CH:6]=[C:7]([Cl:10])[C:8]=1[F:9].[I:30]N1C(=O)CCC1=O.C1(C)C=CC(S([O-])(=O)=O)=CC=1.[NH+]1C=CC=CC=1. Product: [Cl:2][C:3]1[CH:4]=[C:5]([N:11]2[C:15](=[O:16])[C@:14]([CH2:18][C:19]3[CH:26]=[CH:25][C:22]([C:23]#[N:24])=[CH:21][CH:20]=3)([CH3:17])[N:13]3[C:27]([I:30])=[CH:28][N:29]=[C:12]23)[CH:6]=[C:7]([Cl:10])[C:8]=1[F:9]. The catalyst class is: 2. (3) Reactant: C([O:3][C:4]([C:6]1[NH:25][C:9]2=[CH:10][N:11]=[C:12]([N:14]3[CH2:19][CH2:18][N:17]([CH:20]4[CH2:24][CH2:23][CH2:22][CH2:21]4)[CH2:16][CH2:15]3)[CH:13]=[C:8]2[CH:7]=1)=[O:5])C. Product: [CH:20]1([N:17]2[CH2:16][CH2:15][N:14]([C:12]3[CH:13]=[C:8]4[CH:7]=[C:6]([C:4]([OH:5])=[O:3])[NH:25][C:9]4=[CH:10][N:11]=3)[CH2:19][CH2:18]2)[CH2:21][CH2:22][CH2:23][CH2:24]1. The catalyst class is: 87. (4) Reactant: [CH:1]1([NH:5][C:6]([C@@H:8]2[CH2:12][CH2:11][CH2:10][N:9]2[C:13](=[O:34])[CH2:14][O:15][C:16]2[N:20]([C:21]3[CH:26]=[CH:25][CH:24]=[CH:23][CH:22]=3)[N:19]=[C:18]([C:27]([NH:29][CH2:30][C:31](O)=[O:32])=[O:28])[CH:17]=2)=[O:7])[CH2:4][CH2:3][CH2:2]1.CCN(C(C)C)C(C)C.CN(C(ON1N=NC2C=CC=NC1=2)=[N+](C)C)C.F[P-](F)(F)(F)(F)F.[CH2:68]([O:70][C:71]([N:73]1[CH2:78][CH2:77][NH:76][CH2:75][CH2:74]1)=[O:72])[CH3:69]. Product: [CH2:68]([O:70][C:71]([N:73]1[CH2:74][CH2:75][N:76]([C:31](=[O:32])[CH2:30][NH:29][C:27]([C:18]2[CH:17]=[C:16]([O:15][CH2:14][C:13]([N:9]3[CH2:10][CH2:11][CH2:12][C@H:8]3[C:6](=[O:7])[NH:5][CH:1]3[CH2:2][CH2:3][CH2:4]3)=[O:34])[N:20]([C:21]3[CH:26]=[CH:25][CH:24]=[CH:23][CH:22]=3)[N:19]=2)=[O:28])[CH2:77][CH2:78]1)=[O:72])[CH3:69]. The catalyst class is: 174. (5) Reactant: [CH2:1]([O:3][C:4](=[O:32])[CH2:5][O:6][C:7]1[CH:12]=[C:11]([CH:13]([CH3:15])[CH3:14])[CH:10]=[CH:9][C:8]=1[CH2:16][CH2:17][NH:18][S:19]([C:22]1[CH:27]=[C:26]([C:28]#[N:29])[CH:25]=[CH:24][C:23]=1[O:30][CH3:31])(=[O:21])=[O:20])[CH3:2].Cl.Cl[CH2:35][C:36]1[N:37]=[C:38]([CH3:41])[S:39][CH:40]=1.C(=O)([O-])[O-].[K+].[K+].C(=O)(O)[O-].[Na+]. Product: [CH2:1]([O:3][C:4](=[O:32])[CH2:5][O:6][C:7]1[CH:12]=[C:11]([CH:13]([CH3:15])[CH3:14])[CH:10]=[CH:9][C:8]=1[CH2:16][CH2:17][N:18]([S:19]([C:22]1[CH:27]=[C:26]([C:28]#[N:29])[CH:25]=[CH:24][C:23]=1[O:30][CH3:31])(=[O:20])=[O:21])[CH2:35][C:36]1[N:37]=[C:38]([CH3:41])[S:39][CH:40]=1)[CH3:2]. The catalyst class is: 35. (6) Reactant: [Cl:1][C:2]1[C:3]([C:10]([F:13])([F:12])[F:11])=[CH:4][C:5](I)=[C:6]([CH:8]=1)[NH2:7].[C:14]([Cu])#[N:15]. Product: [NH2:7][C:6]1[CH:8]=[C:2]([Cl:1])[C:3]([C:10]([F:13])([F:12])[F:11])=[CH:4][C:5]=1[C:14]#[N:15]. The catalyst class is: 3.